This data is from Reaction yield outcomes from USPTO patents with 853,638 reactions. The task is: Predict the reaction yield, written as a fraction of the theoretical maximum amount of product (1.0 means a 100% yield; for example, 0.34 means a 34% yield). The reactants are [CH3:1][C:2]([CH3:17])([CH3:16])[C:3]#[C:4][C:5]1[CH:10]=[C:9]([N+:11]([O-:13])=[O:12])[CH:8]=[C:7]([F:14])[C:6]=1[NH2:15].N1C=CC=CC=1.[C:24](Cl)(=[O:28])[CH2:25][CH2:26][CH3:27]. The catalyst is C(Cl)Cl. The product is [CH3:1][C:2]([CH3:17])([CH3:16])[C:3]#[C:4][C:5]1[CH:10]=[C:9]([N+:11]([O-:13])=[O:12])[CH:8]=[C:7]([F:14])[C:6]=1[NH:15][C:24](=[O:28])[CH2:25][CH2:26][CH3:27]. The yield is 0.620.